Dataset: Full USPTO retrosynthesis dataset with 1.9M reactions from patents (1976-2016). Task: Predict the reactants needed to synthesize the given product. (1) The reactants are: [NH2:1][CH2:2][C:3]1[S:4][CH:5]=[C:6]([C:8]2[CH:9]=[C:10]3[C:14](=[CH:15][CH:16]=2)[N:13]([CH3:17])[C:12]2[N:18]([CH3:31])[C:19](=[O:30])[C:20]([C:22]4[CH:27]=[CH:26][C:25]([Cl:28])=[CH:24][C:23]=4[Cl:29])=[CH:21][C:11]3=2)[N:7]=1.[CH3:32][S:33](Cl)(=[O:35])=[O:34]. Given the product [Cl:29][C:23]1[CH:24]=[C:25]([Cl:28])[CH:26]=[CH:27][C:22]=1[C:20]1[C:19](=[O:30])[N:18]([CH3:31])[C:12]2[N:13]([CH3:17])[C:14]3[C:10]([C:11]=2[CH:21]=1)=[CH:9][C:8]([C:6]1[N:7]=[C:3]([CH2:2][NH:1][S:33]([CH3:32])(=[O:35])=[O:34])[S:4][CH:5]=1)=[CH:16][CH:15]=3, predict the reactants needed to synthesize it. (2) The reactants are: Cl[C:2]1[N:9]=[CH:8][CH:7]=[CH:6][C:3]=1[C:4]#[N:5].[NH2:10][S:11]([CH3:14])(=[O:13])=[O:12].C([O-])([O-])=O.[K+].[K+]. Given the product [C:4]([C:3]1[C:2]([NH:10][S:11]([CH3:14])(=[O:13])=[O:12])=[N:9][CH:8]=[CH:7][CH:6]=1)#[N:5], predict the reactants needed to synthesize it.